This data is from Peptide-MHC class II binding affinity with 134,281 pairs from IEDB. The task is: Regression. Given a peptide amino acid sequence and an MHC pseudo amino acid sequence, predict their binding affinity value. This is MHC class II binding data. (1) The peptide sequence is FKAAVAAAAGAPPAD. The MHC is DRB1_1602 with pseudo-sequence DRB1_1602. The binding affinity (normalized) is 0.463. (2) The MHC is HLA-DPA10301-DPB10402 with pseudo-sequence HLA-DPA10301-DPB10402. The peptide sequence is ALTKAITAMSEVQKV. The binding affinity (normalized) is 0.219.